Predict the reactants needed to synthesize the given product. From a dataset of Full USPTO retrosynthesis dataset with 1.9M reactions from patents (1976-2016). (1) Given the product [F:12][CH:13]([F:25])[O:14][C:15]1[CH:20]=[CH:19][C:18]([CH2:21][CH2:22][CH:23]2[NH:11][CH2:10][CH2:9][N:4]3[C:3]([CH2:1][CH3:2])=[N:7][C:6]([I:8])=[C:5]23)=[CH:17][CH:16]=1, predict the reactants needed to synthesize it. The reactants are: [CH2:1]([C:3]1[N:4]([CH2:9][CH2:10][NH2:11])[CH:5]=[C:6]([I:8])[N:7]=1)[CH3:2].[F:12][CH:13]([F:25])[O:14][C:15]1[CH:20]=[CH:19][C:18]([CH2:21][CH2:22][CH:23]=O)=[CH:17][CH:16]=1. (2) Given the product [CH3:82][O:83][C:79]1[CH:80]=[CH:84][C:76]([C@H:74]([OH:75])[CH2:73][Cl:43])=[CH:77][C:78]=1[Br:85], predict the reactants needed to synthesize it. The reactants are: CC(OC(OC(OC(C)(C)C)=O)=O)(C)C.[K+].[Br-].Cl.NC[C@H](C1C=CC=C(Br)C=1)O.Cl.NC[C@H](C1C=CC(SC)=C([Cl:43])C=1)O.Cl.NC[C@H](C1C=CC(F)=C(Cl)C=1)O.Cl.NC[C@H](C1C=CC(OC)=C(Cl)C=1)O.Cl.N[CH:73](N)[C@H:74]([C:76]1[CH:77]=[C:78]([Br:85])[C:79]2[O:83][CH2:82]C[C:80]=2[CH:84]=1)[OH:75]. (3) Given the product [CH:7]([C:10]1[C:11]2[N:18]=[C:19]([CH2:20][C:21]3[CH:26]=[CH:25][CH:24]=[CH:23][C:22]=3[O:27][CH2:28][C:29]([OH:31])=[O:30])[NH:17][C:15](=[O:16])[C:12]=2[NH:13][N:14]=1)([CH3:9])[CH3:8], predict the reactants needed to synthesize it. The reactants are: CC(C)([O-])C.[K+].[CH:7]([C:10]1[NH:14][N:13]=[C:12]([C:15]([NH2:17])=[O:16])[C:11]=1[NH:18][C:19](=O)[CH2:20][C:21]1[CH:26]=[CH:25][CH:24]=[CH:23][C:22]=1[O:27][CH2:28][C:29]([O:31]CC)=[O:30])([CH3:9])[CH3:8].Cl. (4) The reactants are: [CH3:1][C:2]1[N:3]=[CH:4][C:5]([C:8]2[N:12]([C:13]3[CH:14]=[N:15][CH:16]=[CH:17][CH:18]=3)[N:11]=[C:10]([C:19]([O:21]CC)=[O:20])[CH:9]=2)=[N:6][CH:7]=1.[OH-].[Na+]. Given the product [CH3:1][C:2]1[N:3]=[CH:4][C:5]([C:8]2[N:12]([C:13]3[CH:14]=[N:15][CH:16]=[CH:17][CH:18]=3)[N:11]=[C:10]([C:19]([OH:21])=[O:20])[CH:9]=2)=[N:6][CH:7]=1, predict the reactants needed to synthesize it. (5) Given the product [F:13][C:14]([F:21])([F:20])[C:15](=[CH2:19])[C:16]([O:12][C:1]12[CH2:10][CH:5]3[CH2:6][CH:7]([CH2:9][C:3]([OH:11])([CH2:4]3)[CH2:2]1)[CH2:8]2)=[O:17], predict the reactants needed to synthesize it. The reactants are: [C:1]12([OH:12])[CH2:10][CH:5]3[CH2:6][CH:7]([CH2:9][C:3]([OH:11])([CH2:4]3)[CH2:2]1)[CH2:8]2.[F:13][C:14]([F:21])([F:20])[C:15](=[CH2:19])[C:16](O)=[O:17].COC1C=CC(O)=CC=1.S(=O)(=O)(O)O. (6) The reactants are: C([O:4][C:5]1[CH:10]=[CH:9][C:8]([C:11]2[C:12](=[O:25])[O:13][C:14]3[C:19]([CH:20]=2)=[CH:18][CH:17]=[C:16]([O:21]C(=O)C)[CH:15]=3)=[CH:7][CH:6]=1)(=O)C.[OH-].[Li+].O.Cl. Given the product [OH:21][C:16]1[CH:15]=[C:14]2[C:19]([CH:20]=[C:11]([C:8]3[CH:9]=[CH:10][C:5]([OH:4])=[CH:6][CH:7]=3)[C:12](=[O:25])[O:13]2)=[CH:18][CH:17]=1, predict the reactants needed to synthesize it. (7) Given the product [CH:15]1([NH:18][C:19]([C:21]2[CH:22]=[CH:23][C:24]([CH3:40])=[C:25]([NH:27][C:28]([C:29]3[CH:34]=[C:33]([N:5]4[CH2:6][C@@H:1]5[CH2:7][C@H:4]4[CH2:3][N:2]5[C:8]([O:10][C:11]([CH3:14])([CH3:13])[CH3:12])=[O:9])[CH:32]=[CH:31][C:30]=3[N+:36]([O-:38])=[O:37])=[O:39])[CH:26]=2)=[O:20])[CH2:17][CH2:16]1, predict the reactants needed to synthesize it. The reactants are: [C@H:1]12[CH2:7][C@H:4]([NH:5][CH2:6]1)[CH2:3][N:2]2[C:8]([O:10][C:11]([CH3:14])([CH3:13])[CH3:12])=[O:9].[CH:15]1([NH:18][C:19]([C:21]2[CH:22]=[CH:23][C:24]([CH3:40])=[C:25]([NH:27][C:28](=[O:39])[C:29]3[CH:34]=[C:33](F)[CH:32]=[CH:31][C:30]=3[N+:36]([O-:38])=[O:37])[CH:26]=2)=[O:20])[CH2:17][CH2:16]1. (8) The reactants are: [I:1][C:2]1[CH:9]=[CH:8][C:5]([CH2:6]Br)=[CH:4][CH:3]=1.[CH3:10][C:11]1([OH:17])[CH2:16][CH2:15][NH:14][CH2:13][CH2:12]1. Given the product [I:1][C:2]1[CH:9]=[CH:8][C:5]([CH2:6][N:14]2[CH2:15][CH2:16][C:11]([CH3:10])([OH:17])[CH2:12][CH2:13]2)=[CH:4][CH:3]=1, predict the reactants needed to synthesize it. (9) Given the product [Cl:1][C:2]1[C:7]([S:8]([CH3:11])(=[O:10])=[O:9])=[CH:6][CH:5]=[CH:4][C:3]=1[CH:12]1[CH2:17][CH2:16][N:15]([CH2:18][CH3:19])[CH2:14][CH2:13]1, predict the reactants needed to synthesize it. The reactants are: [Cl:1][C:2]1[C:7]([S:8]([CH3:11])(=[O:10])=[O:9])=[CH:6][CH:5]=[CH:4][C:3]=1[C:12]1[CH2:13][CH2:14][N:15]([CH2:18][CH3:19])[CH2:16][CH:17]=1.Cl. (10) Given the product [F:1][C:2]1[CH:7]=[CH:6][CH:5]=[CH:4][C:3]=1[C:8]1[N:13]=[C:12]2[C:14]([B:28]3[O:32][C:31]([CH3:34])([CH3:33])[C:30]([CH3:36])([CH3:35])[O:29]3)=[CH:15][N:16]([S:17]([C:20]3[CH:26]=[CH:25][C:23]([CH3:24])=[CH:22][CH:21]=3)(=[O:19])=[O:18])[C:11]2=[CH:10][CH:9]=1, predict the reactants needed to synthesize it. The reactants are: [F:1][C:2]1[CH:7]=[CH:6][CH:5]=[CH:4][C:3]=1[C:8]1[N:13]=[C:12]2[C:14](I)=[CH:15][N:16]([S:17]([C:20]3[CH:26]=[CH:25][C:23]([CH3:24])=[CH:22][CH:21]=3)(=[O:19])=[O:18])[C:11]2=[CH:10][CH:9]=1.[B:28]1([B:28]2[O:32][C:31]([CH3:34])([CH3:33])[C:30]([CH3:36])([CH3:35])[O:29]2)[O:32][C:31]([CH3:34])([CH3:33])[C:30]([CH3:36])([CH3:35])[O:29]1.C([O-])(=O)C.[K+].